This data is from Catalyst prediction with 721,799 reactions and 888 catalyst types from USPTO. The task is: Predict which catalyst facilitates the given reaction. (1) Reactant: O.C1(C)C=CC(S(O)(=O)=O)=CC=1.COC1C=C(OC)C=CC=1C[NH:18][C:19](=[O:46])[C:20]1[CH:25]=[CH:24][C:23]([C:26]2[N:30]=[C:29]([C:31]3[CH:36]=[CH:35][C:34]([C:37]4[CH:42]=[CH:41][CH:40]=[CH:39][C:38]=4[CH3:43])=[C:33]([CH3:44])[CH:32]=3)[O:28][N:27]=2)=[CH:22][C:21]=1[F:45]. Product: [CH3:44][C:33]1[CH:32]=[C:31]([C:29]2[O:28][N:27]=[C:26]([C:23]3[CH:24]=[CH:25][C:20]([C:19]([NH2:18])=[O:46])=[C:21]([F:45])[CH:22]=3)[N:30]=2)[CH:36]=[CH:35][C:34]=1[C:37]1[CH:42]=[CH:41][CH:40]=[CH:39][C:38]=1[CH3:43]. The catalyst class is: 11. (2) Reactant: [CH:1]1([NH:8][C:9]2[C:18]3[C:13](=[CH:14][CH:15]=[C:16]([N+:19]([O-])=O)[CH:17]=3)[N:12]=[CH:11][C:10]=2[C:22]#[N:23])[CH2:7][CH2:6][CH2:5][CH2:4][CH2:3][CH2:2]1.O.O.[Sn](Cl)(Cl)(Cl)Cl.[N+](C1C=CC2C(=CC=CC=2)N=1)([O-])=O.NC1C=C2C(=C(C(F)(F)F)C=1)N=CC(C#N)=C2NC1C=CC(F)=C(Cl)C=1. Product: [NH2:19][C:16]1[CH:17]=[C:18]2[C:13](=[CH:14][CH:15]=1)[N:12]=[CH:11][C:10]([C:22]#[N:23])=[C:9]2[NH:8][CH:1]1[CH2:2][CH2:3][CH2:4][CH2:5][CH2:6][CH2:7]1. The catalyst class is: 14. (3) Reactant: Cl.C(OC([NH:9][C:10]1[CH:15]=[CH:14][CH:13]=[CH:12][C:11]=1[N:16]([CH:36]1[CH2:41][CH2:40][CH2:39][CH2:38][CH2:37]1)[CH2:17][C@@H:18]([NH:29][C:30](=[O:35])[C:31]([F:34])([F:33])[F:32])[C:19]([O:21][CH2:22][C:23]1[CH:28]=[CH:27][CH:26]=[CH:25][CH:24]=1)=[O:20])=O)(C)(C)C.C(=O)(O)[O-].[Na+]. Product: [NH2:9][C:10]1[CH:15]=[CH:14][CH:13]=[CH:12][C:11]=1[N:16]([CH:36]1[CH2:37][CH2:38][CH2:39][CH2:40][CH2:41]1)[CH2:17][C@@H:18]([NH:29][C:30](=[O:35])[C:31]([F:32])([F:33])[F:34])[C:19]([O:21][CH2:22][C:23]1[CH:28]=[CH:27][CH:26]=[CH:25][CH:24]=1)=[O:20]. The catalyst class is: 11. (4) Reactant: [NH2:1][C@H:2]1[CH2:7][CH2:6][CH2:5][CH2:4][C@H:3]1[NH:8][C:9]1[CH:10]=[C:11]([NH:17][C:18]2[CH:23]=[CH:22][CH:21]=[C:20]([CH2:24][CH3:25])[N:19]=2)[C:12]([C:15]#[N:16])=[N:13][CH:14]=1.C[Si](C)(C)[O-:28].[K+]. Product: [NH2:1][C@H:2]1[CH2:7][CH2:6][CH2:5][CH2:4][C@H:3]1[NH:8][C:9]1[CH:10]=[C:11]([NH:17][C:18]2[CH:23]=[CH:22][CH:21]=[C:20]([CH2:24][CH3:25])[N:19]=2)[C:12]([C:15]([NH2:16])=[O:28])=[N:13][CH:14]=1. The catalyst class is: 12. (5) Reactant: [H-].[Na+].[CH2:3]([OH:15])[CH2:4][O:5][CH2:6][CH2:7][O:8][CH2:9][CH2:10][O:11][CH2:12][CH2:13][OH:14].[Si:16](Cl)([C:19]([CH3:22])([CH3:21])[CH3:20])([CH3:18])[CH3:17].C(Cl)Cl.CCO. Product: [CH3:20][C:19]([CH3:22])([Si:16]([CH3:18])([CH3:17])[O:14][CH2:13][CH2:12][O:11][CH2:10][CH2:9][O:8][CH2:7][CH2:6][O:5][CH2:4][CH2:3][OH:15])[CH3:21]. The catalyst class is: 7. (6) Product: [F:1][C:2]1[CH:3]=[CH:4][C:5]2[N:6]([C:8]([CH3:25])=[C:9]([N:11]([CH2:39][C:38]3[CH:41]=[CH:42][C:35]([O:34][C:33]([F:32])([F:43])[F:44])=[CH:36][CH:37]=3)[S:12]([C:15]3[CH:24]=[CH:23][C:18]([C:19]([O:21][CH3:22])=[O:20])=[CH:17][CH:16]=3)(=[O:14])=[O:13])[N:10]=2)[CH:7]=1. Reactant: [F:1][C:2]1[CH:3]=[CH:4][C:5]2[N:6]([C:8]([CH3:25])=[C:9]([NH:11][S:12]([C:15]3[CH:24]=[CH:23][C:18]([C:19]([O:21][CH3:22])=[O:20])=[CH:17][CH:16]=3)(=[O:14])=[O:13])[N:10]=2)[CH:7]=1.C([O-])([O-])=O.[K+].[K+].[F:32][C:33]([F:44])([F:43])[O:34][C:35]1[CH:42]=[CH:41][C:38]([CH2:39]Br)=[CH:37][CH:36]=1. The catalyst class is: 3. (7) Reactant: [Si]([O:8][C@H:9]([C@H:39]1[CH2:43][C@@H:42]([O:44]CCC)[CH2:41][N:40]1C(OC(C)(C)C)=O)[C@@H:10](NC(=O)C1C=CC=C(C(N2CCC[C@@H]2COC)=O)C=1)[CH2:11][C:12]1[CH:17]=[C:16]([F:18])[CH:15]=[C:14]([F:19])[CH:13]=1)(C(C)(C)C)(C)C.[Si](O[C@H]([C@H]1CC(=O)CN1C(OC(C)(C)C)=O)[C@@H:64]([NH:74][C:75](=[O:85])[C:76]1[CH:81]=[CH:80][CH:79]=[C:78]([C:82](=[O:84])[NH2:83])[CH:77]=1)[CH2:65][C:66]1[CH:71]=C(F)C=C(F)C=1)(C(C)(C)C)(C)C.[Si](O[C@H]([C@H]1C[C@@H](O)CN1C(OC(C)(C)C)=O)[C@@H](NC(=O)[C:110]1[CH:115]=[CH:114][CH:113]=[C:112](C(=O)N)[CH:111]=1)C[C:110]1[CH:115]=[C:114](F)[CH:113]=[C:112](F)[CH:111]=1)(C(C)(C)C)(C)C.[C:143](OC(N1C[C@H](OCCC)C[C@@H]1[C@@H](O[Si](C(C)(C)C)(C)C)[C@@H](NC(C1C=C(C=CC=1)C(O)=O)=O)CC1C=C(F)C=C(F)C=1)=O)(C)(C)C.CC(OI1(OC(C)=O)(OC(C)=O)OC(=O)C2C=CC=CC1=2)=O. Product: [CH2:64]([N:74]([CH3:143])[C:75](=[O:85])[C:76]1[CH:81]=[CH:80][CH:79]=[C:78]([C:82]([NH:83][C@@H:10]([CH2:11][C:12]2[CH:17]=[C:16]([F:18])[CH:15]=[C:14]([F:19])[CH:13]=2)[C@H:9]([OH:8])[C@H:39]2[CH2:43][C:42]([OH:44])([C:110]3[CH:115]=[CH:114][CH:113]=[CH:112][CH:111]=3)[CH2:41][NH:40]2)=[O:84])[CH:77]=1)[CH2:65][CH2:66][CH3:71]. The catalyst class is: 96. (8) Reactant: [CH3:1][N:2]([CH:10]1[CH2:15][CH2:14][N:13]([CH3:16])[CH2:12][CH2:11]1)[C:3]1[CH:8]=[CH:7][CH:6]=[C:5]([NH2:9])[N:4]=1.[CH:17]1([C:21]([Cl:23])=[O:22])[CH2:20][CH2:19][CH2:18]1. Product: [ClH:23].[CH3:1][N:2]([CH:10]1[CH2:15][CH2:14][N:13]([CH3:16])[CH2:12][CH2:11]1)[C:3]1[N:4]=[C:5]([NH:9][C:21]([CH:17]2[CH2:20][CH2:19][CH2:18]2)=[O:22])[CH:6]=[CH:7][CH:8]=1. The catalyst class is: 17. (9) Reactant: C([O:3][C:4]([C:6]1[CH:39]=[CH:38][C:9]([O:10][C:11]2[CH:12]=[C:13]([CH:29]=[C:30]([O:32][C@@H:33]([CH3:37])[CH2:34][O:35][CH3:36])[CH:31]=2)[C:14]([NH:16][C:17]2[CH:21]=[CH:20][N:19](C(OC(C)(C)C)=O)[N:18]=2)=[O:15])=[CH:8][CH:7]=1)=[O:5])C.[OH-].[Na+]. Product: [CH3:36][O:35][CH2:34][C@H:33]([CH3:37])[O:32][C:30]1[CH:31]=[C:11]([CH:12]=[C:13]([C:14]([NH:16][C:17]2[CH:21]=[CH:20][NH:19][N:18]=2)=[O:15])[CH:29]=1)[O:10][C:9]1[CH:8]=[CH:7][C:6]([C:4]([OH:5])=[O:3])=[CH:39][CH:38]=1. The catalyst class is: 20.